The task is: Predict the product of the given reaction.. This data is from Forward reaction prediction with 1.9M reactions from USPTO patents (1976-2016). Given the reactants [NH2:1][C:2]1[CH:11]=[C:10]2[C:5]([CH2:6][CH2:7][CH2:8][C:9]2=[O:12])=[CH:4][CH:3]=1.[Br:13]Br, predict the reaction product. The product is: [NH2:1][C:2]1[C:11]([Br:13])=[C:10]2[C:5]([CH2:6][CH2:7][CH2:8][C:9]2=[O:12])=[CH:4][CH:3]=1.